This data is from Catalyst prediction with 721,799 reactions and 888 catalyst types from USPTO. The task is: Predict which catalyst facilitates the given reaction. (1) Reactant: [NH:1]1[CH2:6][CH2:5][CH:4]([C:7]([O:9][CH2:10][CH3:11])=[O:8])[CH2:3][CH2:2]1.C1COCC1.[C:17](O[C:17]([O:19][C:20]([CH3:23])([CH3:22])[CH3:21])=[O:18])([O:19][C:20]([CH3:23])([CH3:22])[CH3:21])=[O:18]. Product: [N:1]1([C:17]([O:19][C:20]([CH3:23])([CH3:22])[CH3:21])=[O:18])[CH2:6][CH2:5][CH:4]([C:7]([O:9][CH2:10][CH3:11])=[O:8])[CH2:3][CH2:2]1. The catalyst class is: 6. (2) Reactant: [Cl:1][C:2]1[N:7]=[C:6]([CH:8]=[N:9][OH:10])[CH:5]=[C:4]([CH3:11])[N:3]=1.[Cl:12]N1C(=O)CCC1=O. Product: [Cl:1][C:2]1[N:7]=[C:6]([C:8]([Cl:12])=[N:9][OH:10])[CH:5]=[C:4]([CH3:11])[N:3]=1. The catalyst class is: 9. (3) Reactant: [CH3:1][O:2][C:3]1[CH:12]=[C:11]([O:13][CH3:14])[CH:10]=[C:9]2[C:4]=1[C:5](=[O:28])[NH:6][C:7]([C:15]1[CH:25]=[C:24]([CH3:26])[C:18]([O:19][CH2:20][C:21](O)=[O:22])=[C:17]([CH3:27])[CH:16]=1)=[N:8]2.C[CH2:30][N:31]=C=NCCCN(C)C.C1C=CC2N(O)N=NC=2C=1.CN. Product: [CH3:1][O:2][C:3]1[CH:12]=[C:11]([O:13][CH3:14])[CH:10]=[C:9]2[C:4]=1[C:5](=[O:28])[NH:6][C:7]([C:15]1[CH:16]=[C:17]([CH3:27])[C:18]([O:19][CH2:20][C:21]([NH:31][CH3:30])=[O:22])=[C:24]([CH3:26])[CH:25]=1)=[N:8]2. The catalyst class is: 3.